This data is from Full USPTO retrosynthesis dataset with 1.9M reactions from patents (1976-2016). The task is: Predict the reactants needed to synthesize the given product. (1) Given the product [O:21]=[C:9]1[CH:8]=[C:7]([O:6][S:31]([C:30]([F:49])([F:48])[F:29])(=[O:33])=[O:32])[CH:15]=[C:14]2[N:10]1[C@H:11]([C:16]([O:18][CH2:19][CH3:20])=[O:17])[CH2:12][CH2:13]2, predict the reactants needed to synthesize it. The reactants are: CN(C)C=O.[OH:6][C:7]1[CH:15]=[C:14]2[N:10]([C@H:11]([C:16]([O:18][CH2:19][CH3:20])=[O:17])[CH2:12][CH2:13]2)[C:9](=[O:21])[CH:8]=1.C(N(CC)CC)C.[F:29][C:30]([F:49])([F:48])[S:31](N(C1C=CC=CC=1)[S:31]([C:30]([F:49])([F:48])[F:29])(=[O:33])=[O:32])(=[O:33])=[O:32]. (2) The reactants are: Cl[C:2]1[CH:3]=[C:4]([CH:22]=[CH:23][CH:24]=1)[C:5]([NH:7][C:8]1[CH:9]=[C:10]2[C:14](=[CH:15][CH:16]=1)[NH:13][N:12]=[C:11]2[C:17]1[NH:18][CH:19]=[CH:20][CH:21]=1)=[O:6].[CH3:25][O:26]C1C=CC(C(Cl)=O)=CC=1.C(N(CC)CC)C. Given the product [CH3:25][O:26][C:24]1[CH:23]=[CH:22][C:4]([C:5]([NH:7][C:8]2[CH:9]=[C:10]3[C:14](=[CH:15][CH:16]=2)[NH:13][N:12]=[C:11]3[C:17]2[NH:18][CH:19]=[CH:20][CH:21]=2)=[O:6])=[CH:3][CH:2]=1, predict the reactants needed to synthesize it. (3) Given the product [NH2:1][C:2]1[C:3]([C:9]([NH:11][C:12]2[CH:17]=[CH:16][CH:15]=[C:14]([N:19]3[CH:23]=[CH:22][N:21]=[CH:20]3)[N:13]=2)=[O:10])=[N:4][C:5]([Cl:8])=[CH:6][N:7]=1, predict the reactants needed to synthesize it. The reactants are: [NH2:1][C:2]1[C:3]([C:9]([NH:11][C:12]2[CH:17]=[CH:16][CH:15]=[C:14](Br)[N:13]=2)=[O:10])=[N:4][C:5]([Cl:8])=[CH:6][N:7]=1.[NH:19]1[CH:23]=[CH:22][N:21]=[CH:20]1.N1C2C(=CC=C3C=2N=CC=C3)C=CC=1.C(=O)([O-])[O-].[Cs+].[Cs+]. (4) Given the product [O:24]=[C:23]1[N:1]([C:2]2[CH:3]=[C:4]([S:10]([N:13]([CH2:20][CH3:21])[C:14]3[CH:15]=[CH:16][CH:17]=[CH:18][CH:19]=3)(=[O:12])=[O:11])[CH:5]=[CH:6][C:7]=2[O:8][CH2:9][CH3:35])[C:27](=[O:28])[C:26]2[C:25](=[CH:34][CH:33]=[CH:32][CH:31]=2)[NH:22]1, predict the reactants needed to synthesize it. The reactants are: [NH2:1][C:2]1[CH:3]=[C:4]([S:10]([N:13]([CH2:20][CH3:21])[C:14]2[CH:19]=[CH:18][CH:17]=[CH:16][CH:15]=2)(=[O:12])=[O:11])[CH:5]=[CH:6][C:7]=1[O:8][CH3:9].[N:22]([C:25]1[CH:34]=[CH:33][CH:32]=[CH:31][C:26]=1[C:27](OC)=[O:28])=[C:23]=[O:24].[CH2:35]1COCC1. (5) Given the product [CH:11](=[C:3]1/[C:2](=[O:10])[NH:1][C:9]2[C:4]/1=[CH:5][CH:6]=[CH:7][CH:8]=2)/[C:12]1[CH:17]=[CH:16][CH:15]=[CH:14][CH:13]=1, predict the reactants needed to synthesize it. The reactants are: [NH:1]1[C:9]2[C:4](=[CH:5][CH:6]=[CH:7][CH:8]=2)[CH2:3][C:2]1=[O:10].[CH:11](=O)[C:12]1[CH:17]=[CH:16][CH:15]=[CH:14][CH:13]=1.N1CCCC1. (6) Given the product [Cl:37][C:34]1[CH:35]=[CH:36][C:31]([S:28]([N:24]([C:14]2[CH:13]=[C:12]([Cl:11])[CH:23]=[CH:22][C:15]=2[CH:16]=[O:17])[CH2:25][O:26][CH3:27])(=[O:29])=[O:30])=[CH:32][C:33]=1[C:38]([F:40])([F:41])[F:39], predict the reactants needed to synthesize it. The reactants are: [H-].C([Al+]CC(C)C)C(C)C.[Cl:11][C:12]1[CH:23]=[CH:22][C:15]([C:16](N(OC)C)=[O:17])=[C:14]([N:24]([S:28]([C:31]2[CH:36]=[CH:35][C:34]([Cl:37])=[C:33]([C:38]([F:41])([F:40])[F:39])[CH:32]=2)(=[O:30])=[O:29])[CH2:25][O:26][CH3:27])[CH:13]=1.C([O-])(=O)C(C(C([O-])=O)O)O.[K+].[Na+]. (7) Given the product [NH2:1][C:4]1[CH:5]=[N:6][N:7]([CH2:20][C:19]2[CH:18]=[C:17]([CH:24]=[CH:23][CH:22]=2)[C:15]#[N:16])[CH:8]=1, predict the reactants needed to synthesize it. The reactants are: [N+:1]([C:4]1[CH:5]=[N:6][NH:7][CH:8]=1)([O-])=O.C([O-])([O-])=O.[K+].[K+].[C:15]([C:17]1[CH:18]=[C:19]([CH:22]=[CH:23][CH:24]=1)[CH2:20]Br)#[N:16]. (8) Given the product [Cl:1][C:2]1[CH:7]=[CH:6][C:5]([C@@H:29]([OH:30])[C:13]2[CH:18]=[CH:17][CH:16]=[CH:15][CH:14]=2)=[CH:4][CH:3]=1, predict the reactants needed to synthesize it. The reactants are: [Cl:1][C:2]1[CH:7]=[CH:6][C:5]([Mg]Br)=[CH:4][CH:3]=1.[Mg].[Br-].Cl[C:13]1[CH:18]=[CH:17][CH:16]=[CH:15][CH:14]=1.C1([Mg]Br)C=CC=CC=1.C1C[O:30][CH2:29]C1.